From a dataset of Reaction yield outcomes from USPTO patents with 853,638 reactions. Predict the reaction yield, written as a fraction of the theoretical maximum amount of product (1.0 means a 100% yield; for example, 0.34 means a 34% yield). (1) The reactants are [Cl:1][C:2]1[N:3]=[C:4]2[C:9](=[CH:10][CH:11]=1)[N:8]=[CH:7][C:6]([C:12](=[O:14])[CH3:13])=[C:5]2[NH:15][CH:16]1[CH2:21][CH2:20][CH:19]([CH2:22][N:23]([CH2:25][CH2:26][OH:27])[CH3:24])[CH2:18][CH2:17]1.[Cl:28][C:29]1[CH:34]=[C:33](B2OC(C)(C)C(C)(C)O2)[CH:32]=[C:31]([Cl:44])[C:30]=1[OH:45].C1(N)C(F)=C(F)C(F)=C(N)C=1F.Cl.Cl. No catalyst specified. The product is [ClH:1].[ClH:28].[Cl:28][C:29]1[CH:34]=[C:33]([C:2]2[N:3]=[C:4]3[C:9](=[CH:10][CH:11]=2)[N:8]=[CH:7][C:6]([C:12](=[O:14])[CH3:13])=[C:5]3[NH:15][C@H:16]2[CH2:17][CH2:18][C@H:19]([CH2:22][N:23]([CH2:25][CH2:26][OH:27])[CH3:24])[CH2:20][CH2:21]2)[CH:32]=[C:31]([Cl:44])[C:30]=1[OH:45]. The yield is 0.640. (2) The reactants are C([N:8]1[CH2:13][CH2:12][CH2:11][C@@H:10]([N:14]([CH3:32])[C:15]2[N:20]=[CH:19][N:18]=[C:17]3[N:21]([CH2:24][O:25][CH2:26][CH2:27][Si:28]([CH3:31])([CH3:30])[CH3:29])[N:22]=[CH:23][C:16]=23)[CH2:9]1)C1C=CC=CC=1.C([O-])=O.[NH4+]. The catalyst is CO.[Pd]. The product is [CH3:32][N:14]([C@@H:10]1[CH2:11][CH2:12][CH2:13][NH:8][CH2:9]1)[C:15]1[N:20]=[CH:19][N:18]=[C:17]2[N:21]([CH2:24][O:25][CH2:26][CH2:27][Si:28]([CH3:29])([CH3:30])[CH3:31])[N:22]=[CH:23][C:16]=12. The yield is 0.800. (3) The reactants are [NH2:1][C:2]1[CH:3]=[C:4]([CH:21]=[CH:22][CH:23]=1)[O:5][C:6]1[CH:7]=[CH:8][C:9]2[N:10]([CH:12]=[C:13]([NH:15][C:16]([CH:18]3[CH2:20][CH2:19]3)=[O:17])[N:14]=2)[N:11]=1.[NH:24]1[C:32]2[C:27](=[CH:28][CH:29]=[CH:30][CH:31]=2)[CH:26]=[C:25]1[C:33](O)=[O:34].C(Cl)(=O)C(Cl)=O.O1CCCC1. The catalyst is CN(C)C=O.CN1CCCC1=O. The product is [CH:18]1([C:16]([NH:15][C:13]2[N:14]=[C:9]3[CH:8]=[CH:7][C:6]([O:5][C:4]4[CH:3]=[C:2]([NH:1][C:33]([C:25]5[NH:24][C:32]6[C:27]([CH:26]=5)=[CH:28][CH:29]=[CH:30][CH:31]=6)=[O:34])[CH:23]=[CH:22][CH:21]=4)=[N:11][N:10]3[CH:12]=2)=[O:17])[CH2:20][CH2:19]1. The yield is 0.700. (4) The reactants are [CH:1]([NH:4][CH:5]=[NH:6])([CH3:3])[CH3:2].Br[C:8](=[CH:12]OC)[C:9](=[O:11])[CH3:10].C(N(CC)CC)C.S(=O)(=O)(O)O. The catalyst is C(O)(C)C. The product is [C:9]([C:8]1[N:4]([CH:1]([CH3:3])[CH3:2])[CH:5]=[N:6][CH:12]=1)(=[O:11])[CH3:10]. The yield is 0.200. (5) The reactants are CO.[F:3][C:4]1[CH:9]=[CH:8][C:7]([F:10])=[CH:6][C:5]=1[C@H:11]1[CH2:15][CH2:14][CH2:13][N:12]1[C:16]1[CH:17]=[CH:18][C:19]2[N:20]([C:22]([NH:25][C:26]([N:28]3[CH2:33][CH2:32][CH2:31][CH2:30][CH2:29]3)=[O:27])=[CH:23][N:24]=2)[N:21]=1.[ClH:34]. The catalyst is O1CCOCC1. The product is [ClH:34].[F:3][C:4]1[CH:9]=[CH:8][C:7]([F:10])=[CH:6][C:5]=1[C@H:11]1[CH2:15][CH2:14][CH2:13][N:12]1[C:16]1[CH:17]=[CH:18][C:19]2[N:20]([C:22]([NH:25][C:26]([N:28]3[CH2:29][CH2:30][CH2:31][CH2:32][CH2:33]3)=[O:27])=[CH:23][N:24]=2)[N:21]=1. The yield is 0.790. (6) The reactants are [C:1]1(=[O:11])[NH:5][C:4](=[O:6])[C:3]2=[CH:7][CH:8]=[CH:9][CH:10]=[C:2]12.[K].[CH2:13]([C@@H:15]1[O:17][CH2:16]1)Cl. The catalyst is [Cl-].C([N+](C)(C)C)C1C=CC=CC=1.CO. The product is [CH2:13]([C:10]1[CH:9]=[CH:8][CH:7]=[C:3]2[C:4]([NH:5][C:1](=[O:11])[C:2]=12)=[O:6])[C@H:15]1[O:17][CH2:16]1. The yield is 0.680.